Dataset: Reaction yield outcomes from USPTO patents with 853,638 reactions. Task: Predict the reaction yield, written as a fraction of the theoretical maximum amount of product (1.0 means a 100% yield; for example, 0.34 means a 34% yield). (1) The reactants are Br[C:2]1[CH:7]=[CH:6][C:5]([C:8](=[C:16]2[CH2:21][C:20]([CH3:23])([CH3:22])[CH2:19][C:18]([CH3:25])([CH3:24])[CH2:17]2)[C:9]2[CH:14]=[CH:13][C:12]([OH:15])=[CH:11][CH:10]=2)=[CH:4][CH:3]=1.[OH:26][CH2:27][C:28]1[CH:33]=[CH:32][C:31](B(O)O)=[CH:30][CH:29]=1.C([O-])([O-])=O.[Na+].[Na+]. The catalyst is C1C=CC([P]([Pd]([P](C2C=CC=CC=2)(C2C=CC=CC=2)C2C=CC=CC=2)([P](C2C=CC=CC=2)(C2C=CC=CC=2)C2C=CC=CC=2)[P](C2C=CC=CC=2)(C2C=CC=CC=2)C2C=CC=CC=2)(C2C=CC=CC=2)C2C=CC=CC=2)=CC=1.COCCOC. The product is [OH:26][CH2:27][C:28]1[CH:33]=[CH:32][C:31]([C:2]2[CH:3]=[CH:4][C:5]([C:8](=[C:16]3[CH2:17][C:18]([CH3:25])([CH3:24])[CH2:19][C:20]([CH3:23])([CH3:22])[CH2:21]3)[C:9]3[CH:10]=[CH:11][C:12]([OH:15])=[CH:13][CH:14]=3)=[CH:6][CH:7]=2)=[CH:30][CH:29]=1. The yield is 0.750. (2) The yield is 0.440. The catalyst is O1CCOCC1.ClCCl.O.C1C=CC(/C=C/C(/C=C/C2C=CC=CC=2)=O)=CC=1.C1C=CC(/C=C/C(/C=C/C2C=CC=CC=2)=O)=CC=1.C1C=CC(/C=C/C(/C=C/C2C=CC=CC=2)=O)=CC=1.[Pd].[Pd]. The reactants are [CH2:1]([N:3]1[CH2:8][CH2:7][N:6]([C:9]2[CH:10]=[CH:11][C:12]([NH2:15])=[N:13][CH:14]=2)[CH2:5][CH2:4]1)[CH3:2].Br[C:17]1[C:18](=[O:25])[N:19]([CH3:24])[N:20]=[C:21]([Cl:23])[CH:22]=1.C1(P(C2C=CC=CC=2)C2C3OC4C(=CC=CC=4P(C4C=CC=CC=4)C4C=CC=CC=4)C(C)(C)C=3C=CC=2)C=CC=CC=1. The product is [Cl:23][C:21]1[CH:22]=[C:17]([NH:15][C:12]2[CH:11]=[CH:10][C:9]([N:6]3[CH2:5][CH2:4][N:3]([CH2:1][CH3:2])[CH2:8][CH2:7]3)=[CH:14][N:13]=2)[C:18](=[O:25])[N:19]([CH3:24])[N:20]=1. (3) The reactants are [C:1]([C:3]1[CH:8]=[CH:7][CH:6]=[CH:5][C:4]=1[C:9]1[CH:14]=[CH:13][C:12]([CH2:15][CH:16]([C:22](=O)[CH2:23][CH2:24][CH3:25])[C:17](OCC)=[O:18])=[CH:11][CH:10]=1)#[N:2].[O:27]1[C:31]2([CH2:36][CH2:35][CH:34]([NH:37][C:38]3[NH:42][C:41]([CH3:43])=[N:40][N:39]=3)[CH2:33][CH2:32]2)[O:30][CH2:29][CH2:28]1.C(N(CC)C1C=CC=CC=1)C. The catalyst is C(OCC)(=O)C. The product is [O:27]1[C:31]2([CH2:32][CH2:33][CH:34]([N:37]3[C:17](=[O:18])[C:16]([CH2:15][C:12]4[CH:13]=[CH:14][C:9]([C:4]5[C:3]([C:1]#[N:2])=[CH:8][CH:7]=[CH:6][CH:5]=5)=[CH:10][CH:11]=4)=[C:22]([CH2:23][CH2:24][CH3:25])[N:39]4[N:40]=[C:41]([CH3:43])[N:42]=[C:38]34)[CH2:35][CH2:36]2)[O:30][CH2:29][CH2:28]1. The yield is 0.360. (4) The reactants are [CH:1]1([NH:7][C:8]2[C:13]([NH2:14])=[CH:12][N:11]=[C:10]3[NH:15][CH:16]=[CH:17][C:9]=23)[CH2:6][CH2:5][CH2:4][CH2:3][CH2:2]1.[CH:18](OCC)(OCC)OCC.O.C1(C)C=CC(S(O)(=O)=O)=CC=1. No catalyst specified. The product is [CH:1]1([N:7]2[C:8]3=[C:9]4[CH:17]=[CH:16][NH:15][C:10]4=[N:11][CH:12]=[C:13]3[N:14]=[CH:18]2)[CH2:2][CH2:3][CH2:4][CH2:5][CH2:6]1. The yield is 0.0200.